The task is: Regression. Given two drug SMILES strings and cell line genomic features, predict the synergy score measuring deviation from expected non-interaction effect.. This data is from NCI-60 drug combinations with 297,098 pairs across 59 cell lines. (1) Drug 1: CC1C(C(CC(O1)OC2CC(CC3=C2C(=C4C(=C3O)C(=O)C5=C(C4=O)C(=CC=C5)OC)O)(C(=O)CO)O)N)O.Cl. Drug 2: CN(CC1=CN=C2C(=N1)C(=NC(=N2)N)N)C3=CC=C(C=C3)C(=O)NC(CCC(=O)O)C(=O)O. Cell line: NCI/ADR-RES. Synergy scores: CSS=9.39, Synergy_ZIP=1.88, Synergy_Bliss=9.89, Synergy_Loewe=-3.23, Synergy_HSA=2.21. (2) Drug 1: CC1C(C(CC(O1)OC2CC(CC3=C2C(=C4C(=C3O)C(=O)C5=C(C4=O)C(=CC=C5)OC)O)(C(=O)C)O)N)O.Cl. Drug 2: C1=NNC2=C1C(=O)NC=N2. Cell line: SK-OV-3. Synergy scores: CSS=7.35, Synergy_ZIP=-4.08, Synergy_Bliss=-0.0997, Synergy_Loewe=-13.3, Synergy_HSA=-0.250. (3) Drug 1: CN1C(=O)N2C=NC(=C2N=N1)C(=O)N. Drug 2: CCC1(C2=C(COC1=O)C(=O)N3CC4=CC5=C(C=CC(=C5CN(C)C)O)N=C4C3=C2)O.Cl. Cell line: SN12C. Synergy scores: CSS=44.5, Synergy_ZIP=-1.39, Synergy_Bliss=-1.88, Synergy_Loewe=-19.8, Synergy_HSA=-0.209. (4) Drug 1: C1C(C(OC1N2C=C(C(=O)NC2=O)F)CO)O. Drug 2: CC1=C(C(=CC=C1)Cl)NC(=O)C2=CN=C(S2)NC3=CC(=NC(=N3)C)N4CCN(CC4)CCO. Synergy scores: CSS=-0.917, Synergy_ZIP=0.544, Synergy_Bliss=0.574, Synergy_Loewe=-3.23, Synergy_HSA=-2.05. Cell line: NCI-H226. (5) Drug 1: CC12CCC3C(C1CCC2=O)CC(=C)C4=CC(=O)C=CC34C. Drug 2: CN1C2=C(C=C(C=C2)N(CCCl)CCCl)N=C1CCCC(=O)O.Cl. Cell line: OVCAR-4. Synergy scores: CSS=37.7, Synergy_ZIP=1.78, Synergy_Bliss=-2.30, Synergy_Loewe=-22.3, Synergy_HSA=-4.49. (6) Drug 1: C1=NC2=C(N1)C(=S)N=C(N2)N. Drug 2: CC1=C(C(CCC1)(C)C)C=CC(=CC=CC(=CC(=O)O)C)C. Cell line: HT29. Synergy scores: CSS=39.3, Synergy_ZIP=-4.52, Synergy_Bliss=-2.05, Synergy_Loewe=-9.51, Synergy_HSA=0.215. (7) Drug 1: CC1=CC=C(C=C1)C2=CC(=NN2C3=CC=C(C=C3)S(=O)(=O)N)C(F)(F)F. Drug 2: CC1CCC2CC(C(=CC=CC=CC(CC(C(=O)C(C(C(=CC(C(=O)CC(OC(=O)C3CCCCN3C(=O)C(=O)C1(O2)O)C(C)CC4CCC(C(C4)OC)OCCO)C)C)O)OC)C)C)C)OC. Cell line: EKVX. Synergy scores: CSS=1.51, Synergy_ZIP=9.67, Synergy_Bliss=7.65, Synergy_Loewe=4.88, Synergy_HSA=2.07.